This data is from Catalyst prediction with 721,799 reactions and 888 catalyst types from USPTO. The task is: Predict which catalyst facilitates the given reaction. Reactant: [CH3:1][O:2][C:3]1[CH:4]=[C:5]([NH:15][C:16]([NH2:18])=[S:17])[CH:6]=[CH:7][C:8]=1[N:9]1[CH:13]=[C:12]([CH3:14])[N:11]=[CH:10]1.Br[CH:20]1[CH2:25][CH2:24][CH2:23][CH:22]([C:26]2[CH:31]=[C:30]([Cl:32])[CH:29]=[C:28]([Cl:33])[CH:27]=2)[C:21]1=O. Product: [Cl:32][C:30]1[CH:31]=[C:26]([CH:22]2[C:21]3[N:18]=[C:16]([NH:15][C:5]4[CH:6]=[CH:7][C:8]([N:9]5[CH:13]=[C:12]([CH3:14])[N:11]=[CH:10]5)=[C:3]([O:2][CH3:1])[CH:4]=4)[S:17][C:20]=3[CH2:25][CH2:24][CH2:23]2)[CH:27]=[C:28]([Cl:33])[CH:29]=1. The catalyst class is: 8.